Dataset: Catalyst prediction with 721,799 reactions and 888 catalyst types from USPTO. Task: Predict which catalyst facilitates the given reaction. (1) Reactant: [NH2:1][C:2]1[C:7]([C:8]([O:10][CH2:11][CH3:12])=[O:9])=[C:6]([CH3:13])[N:5]=[C:4]2[S:14][CH:15]=[C:16]([C:17]3[CH:22]=[CH:21][CH:20]=[C:19]([O:23][CH3:24])[CH:18]=3)[C:3]=12.[Br:25]N1C(=O)CCC1=O. Product: [NH2:1][C:2]1[C:7]([C:8]([O:10][CH2:11][CH3:12])=[O:9])=[C:6]([CH3:13])[N:5]=[C:4]2[S:14][C:15]([Br:25])=[C:16]([C:17]3[CH:22]=[CH:21][CH:20]=[C:19]([O:23][CH3:24])[CH:18]=3)[C:3]=12. The catalyst class is: 2. (2) Reactant: [C:1]([O:5][C:6](=[O:30])[N:7]([C:20]1[C:21]2[N:22]([CH:27]=[CH:28][N:29]=2)[C:23](Br)=[CH:24][N:25]=1)[C:8]1[CH:13]=[CH:12][C:11]([N:14]2[CH2:19][CH2:18][O:17][CH2:16][CH2:15]2)=[CH:10][CH:9]=1)([CH3:4])([CH3:3])[CH3:2].C([Mg]Cl)(C)C.[CH2:36]([Sn:40](Cl)([CH2:45][CH2:46][CH2:47][CH3:48])[CH2:41][CH2:42][CH2:43][CH3:44])[CH2:37][CH2:38][CH3:39]. Product: [C:1]([O:5][C:6](=[O:30])[N:7]([C:8]1[CH:13]=[CH:12][C:11]([N:14]2[CH2:19][CH2:18][O:17][CH2:16][CH2:15]2)=[CH:10][CH:9]=1)[C:20]1[C:21]2[N:22]([CH:27]=[CH:28][N:29]=2)[C:23]([Sn:40]([CH2:41][CH2:42][CH2:43][CH3:44])([CH2:45][CH2:46][CH2:47][CH3:48])[CH2:36][CH2:37][CH2:38][CH3:39])=[CH:24][N:25]=1)([CH3:4])([CH3:3])[CH3:2]. The catalyst class is: 7. (3) Reactant: [Br:1][C:2]1[C:3]([CH3:11])=[N:4][CH:5]=[C:6]([C:9]=1Cl)[C:7]#[N:8].[NH2:12][C:13]1[C:14]([CH3:22])=[C:15]2[C:19](=[CH:20][CH:21]=1)[NH:18][CH:17]=[CH:16]2. Product: [Br:1][C:2]1[C:3]([CH3:11])=[N:4][CH:5]=[C:6]([C:9]=1[NH:12][C:13]1[C:14]([CH3:22])=[C:15]2[C:19](=[CH:20][CH:21]=1)[NH:18][CH:17]=[CH:16]2)[C:7]#[N:8]. The catalyst class is: 8. (4) Reactant: [C:1]1([S:7]([CH:10]([F:12])[F:11])(=[O:9])=[O:8])[CH:6]=[CH:5][CH:4]=[CH:3][CH:2]=1.[CH2:13](I)[CH2:14][CH2:15][CH2:16][CH2:17][CH2:18][CH3:19].CC([O-])(C)C.[K+]. Product: [C:1]1([S:7]([C:10]([F:12])([F:11])[CH2:13][CH2:14][CH2:15][CH2:16][CH2:17][CH2:18][CH3:19])(=[O:9])=[O:8])[CH:2]=[CH:3][CH:4]=[CH:5][CH:6]=1. The catalyst class is: 3. (5) Reactant: [CH3:1]C([O-])(C)C.[K+].[CH2:7]([CH:10]([CH2:22][CH:23]=[CH2:24])[CH2:11][O:12][SiH2:13][C:14]1[CH:21]=[CH:20][C:17]([CH:18]=O)=[CH:16][CH:15]=1)[CH:8]=[CH2:9]. Product: [CH2:7]([CH:10]([CH2:22][CH:23]=[CH2:24])[CH2:11][O:12][SiH2:13][C:14]1[CH:21]=[CH:20][C:17]([CH:18]=[CH2:1])=[CH:16][CH:15]=1)[CH:8]=[CH2:9]. The catalyst class is: 11. (6) Reactant: Br[C:2]1[CH:7]=[CH:6][C:5]([Cl:8])=[CH:4][C:3]=1[C:9]1[O:10][CH2:11][C:12]([CH3:15])([CH3:14])[N:13]=1.C([Li])CCC.[C:21]([O:25][C:26]([N:28]1[CH2:33][CH2:32][C:31](=[O:34])[CH2:30][CH2:29]1)=[O:27])([CH3:24])([CH3:23])[CH3:22]. Product: [C:21]([O:25][C:26]([N:28]1[CH2:33][CH2:32][C:31]([C:2]2[CH:7]=[CH:6][C:5]([Cl:8])=[CH:4][C:3]=2[C:9]2[O:10][CH2:11][C:12]([CH3:15])([CH3:14])[N:13]=2)([OH:34])[CH2:30][CH2:29]1)=[O:27])([CH3:24])([CH3:22])[CH3:23]. The catalyst class is: 7.